Dataset: Reaction yield outcomes from USPTO patents with 853,638 reactions. Task: Predict the reaction yield, written as a fraction of the theoretical maximum amount of product (1.0 means a 100% yield; for example, 0.34 means a 34% yield). (1) No catalyst specified. The reactants are [Br:1][C:2]1[CH:7]=[CH:6][C:5]([NH:8][C:9]2[C:17](C(O)=O)=[C:16]3[N:12]([CH2:13][CH2:14][CH2:15]3)[C:11](=[O:21])[CH:10]=2)=[C:4]([F:22])[CH:3]=1.C1C=CC(P(N=[N+]=[N-])(C2C=CC=CC=2)=O)=CC=1.C1(C)C=CC=CC=1.C[N:48]([CH:50]=[O:51])C. The product is [Br:1][C:2]1[CH:7]=[CH:6][C:5]([N:8]2[C:9]3[C:17](=[C:16]4[N:12]([C:11](=[O:21])[CH:10]=3)[CH2:13][CH2:14][CH2:15]4)[NH:48][C:50]2=[O:51])=[C:4]([F:22])[CH:3]=1. The yield is 0.700. (2) The reactants are [N-:1]=[N+:2]=[N-:3].[Na+].[CH2:5]([O:12][C:13]1[C:22]2[NH:21][C:20](=[O:23])[CH2:19][O:18][C:17]=2[C:16]([C:24](=[O:27])[CH2:25]Cl)=[CH:15][CH:14]=1)[C:6]1[CH:11]=[CH:10][CH:9]=[CH:8][CH:7]=1. The catalyst is CN(C=O)C. The product is [N:1]([CH2:25][C:24]([C:16]1[C:17]2[O:18][CH2:19][C:20](=[O:23])[NH:21][C:22]=2[C:13]([O:12][CH2:5][C:6]2[CH:11]=[CH:10][CH:9]=[CH:8][CH:7]=2)=[CH:14][CH:15]=1)=[O:27])=[N+:2]=[N-:3]. The yield is 0.940. (3) The reactants are C[O:2][C:3]1[CH:8]=[CH:7][C:6]([CH2:9][CH2:10][CH2:11][CH2:12][NH2:13])=[CH:5][CH:4]=1.[BrH:14]. No catalyst specified. The product is [BrH:14].[OH:2][C:3]1[CH:4]=[CH:5][C:6]([CH2:9][CH2:10][CH2:11][CH2:12][NH2:13])=[CH:7][CH:8]=1. The yield is 0.900. (4) The reactants are [N:1]([CH2:4][CH2:5][CH2:6][C:7]([N:9]1[C@H:13]([CH2:14][C:15]2[CH:20]=[CH:19][CH:18]=[CH:17][CH:16]=2)[CH2:12][O:11][C:10]1=[O:21])=[O:8])=[N+:2]=[N-:3].[CH3:22][Si]([N-][Si](C)(C)C)(C)C.[Na+].IC. The catalyst is O1CCCC1. The product is [N:1]([CH2:4][CH2:5][C@@H:6]([CH3:22])[C:7]([N:9]1[C@H:13]([CH2:14][C:15]2[CH:16]=[CH:17][CH:18]=[CH:19][CH:20]=2)[CH2:12][O:11][C:10]1=[O:21])=[O:8])=[N+:2]=[N-:3]. The yield is 0.450. (5) The reactants are [ClH:1].[ClH:2].[NH:3]1[C:11]2[C:6](=[CH:7][C:8]([C:12]3[C:20]4[C:19]([NH2:21])=[N:18][CH:17]=[N:16][C:15]=4[N:14]([CH3:22])[CH:13]=3)=[CH:9][CH:10]=2)[CH2:5][CH2:4]1.N1[C:31]2[C:26](=[CH:27][C:28](C3C4C(N)=NC=NC=4N(C)C=3)=[CH:29][CH:30]=2)[CH2:25][CH2:24]1.CN(C([O:50]N1N=NC2C=CC=NC1=2)=[N+](C)C)C.F[P-](F)(F)(F)(F)F.CCN(C(C)C)C(C)C. The catalyst is O. The product is [Cl:1][C:28]1[CH:27]=[C:26]([CH2:25][C:24]([N:3]2[C:11]3[C:6](=[CH:7][C:8]([C:12]4[C:20]5[C:19]([NH2:21])=[N:18][CH:17]=[N:16][C:15]=5[N:14]([CH3:22])[CH:13]=4)=[CH:9][CH:10]=3)[CH2:5][CH2:4]2)=[O:50])[CH:31]=[C:30]([Cl:2])[CH:29]=1. The yield is 0.850. (6) The reactants are [CH3:1][C:2]1[C:6]([CH2:7][N:8]2[CH:12]=[C:11]([N:13]3[C:17](=[O:18])[CH2:16][NH:15][C:14]3=[O:19])[CH:10]=[N:9]2)=[C:5]([CH3:20])[O:4][N:3]=1.Br[CH2:22][C:23]1[CH:27]=[CH:26][N:25]([CH3:28])[N:24]=1. No catalyst specified. The product is [CH3:1][C:2]1[C:6]([CH2:7][N:8]2[CH:12]=[C:11]([N:13]3[C:17](=[O:18])[CH2:16][N:15]([CH2:22][C:23]4[CH:27]=[CH:26][N:25]([CH3:28])[N:24]=4)[C:14]3=[O:19])[CH:10]=[N:9]2)=[C:5]([CH3:20])[O:4][N:3]=1. The yield is 0.190. (7) The reactants are [CH3:1][CH:2]1[CH2:6][CH2:5][CH2:4][N:3]1[CH2:7][C@@H:8]([NH2:15])[C:9]1[CH:14]=[CH:13][CH:12]=[CH:11][CH:10]=1.[Cl:16][C:17]1[C:25]([C:26]([F:29])([F:28])[F:27])=[CH:24][CH:23]=[CH:22][C:18]=1[C:19](O)=[O:20]. No catalyst specified. The product is [Cl:16][C:17]1[C:25]([C:26]([F:27])([F:28])[F:29])=[CH:24][CH:23]=[CH:22][C:18]=1[C:19]([NH:15][C@@H:8]([C:9]1[CH:14]=[CH:13][CH:12]=[CH:11][CH:10]=1)[CH2:7][N:3]1[CH2:4][CH2:5][CH2:6][CH:2]1[CH3:1])=[O:20]. The yield is 0.420.